This data is from Peptide-MHC class I binding affinity with 185,985 pairs from IEDB/IMGT. The task is: Regression. Given a peptide amino acid sequence and an MHC pseudo amino acid sequence, predict their binding affinity value. This is MHC class I binding data. (1) The peptide sequence is WTDLYTSMS. The MHC is HLA-B07:02 with pseudo-sequence HLA-B07:02. The binding affinity (normalized) is 0.0847. (2) The peptide sequence is QNADKNFLY. The MHC is HLA-A26:01 with pseudo-sequence HLA-A26:01. The binding affinity (normalized) is 0.528.